From a dataset of Catalyst prediction with 721,799 reactions and 888 catalyst types from USPTO. Predict which catalyst facilitates the given reaction. (1) Reactant: [CH2:1]([O:3][C:4]([CH2:6][CH:7]1[CH2:12][CH2:11][NH:10][CH2:9][CH2:8]1)=[O:5])[CH3:2].Cl[C:14]1[CH:19]=[CH:18][C:17]([N+:20]([O-:22])=[O:21])=[CH:16][N:15]=1.C([O-])([O-])=O.[Na+].[Na+]. Product: [CH2:1]([O:3][C:4](=[O:5])[CH2:6][CH:7]1[CH2:12][CH2:11][N:10]([C:14]2[CH:19]=[CH:18][C:17]([N+:20]([O-:22])=[O:21])=[CH:16][N:15]=2)[CH2:9][CH2:8]1)[CH3:2]. The catalyst class is: 16. (2) Reactant: [CH3:1][O:2][C:3]1[CH:4]=[C:5]([S:11][CH2:12][CH2:13][NH2:14])[CH:6]=[CH:7][C:8]=1[O:9][CH3:10].[CH3:15][O:16][C:17]1[CH:18]=[C:19]([CH2:25][C:26](Cl)=[O:27])[CH:20]=[CH:21][C:22]=1[O:23][CH3:24].O.CCOC(C)=O. Product: [CH3:15][O:16][C:17]1[CH:18]=[C:19]([CH2:25][C:26]([NH:14][CH2:13][CH2:12][S:11][C:5]2[CH:6]=[CH:7][C:8]([O:9][CH3:10])=[C:3]([O:2][CH3:1])[CH:4]=2)=[O:27])[CH:20]=[CH:21][C:22]=1[O:23][CH3:24]. The catalyst class is: 1. (3) Reactant: [Cl:1][C:2]1[CH:3]=[CH:4][C:5]([OH:10])=[C:6]([CH:9]=1)[CH:7]=[O:8].[CH3:11][O:12][C:13]1[CH:20]=[CH:19][C:16]([CH2:17]Cl)=[CH:15][CH:14]=1.C(=O)([O-])[O-].[K+].[K+]. Product: [Cl:1][C:2]1[CH:3]=[CH:4][C:5]([O:10][CH2:17][C:16]2[CH:19]=[CH:20][C:13]([O:12][CH3:11])=[CH:14][CH:15]=2)=[C:6]([CH:9]=1)[CH:7]=[O:8]. The catalyst class is: 31. (4) Reactant: [N:1]([C@@H:4]1[C:13]2[C:8](=[CH:9][CH:10]=[C:11]([Br:14])[CH:12]=2)[O:7][C:6]([CH3:19])([C:15]([F:18])([F:17])[F:16])[CH2:5]1)=[N+]=[N-].C1(P(C2C=CC=CC=2)C2C=CC=CC=2)C=CC=CC=1. Product: [Br:14][C:11]1[CH:12]=[C:13]2[C:8](=[CH:9][CH:10]=1)[O:7][C:6]([CH3:19])([C:15]([F:16])([F:18])[F:17])[CH2:5][C@@H:4]2[NH2:1]. The catalyst class is: 6. (5) The catalyst class is: 5. Reactant: [O:1]1[CH2:6][CH2:5][N:4]([C:7](=[O:27])[CH2:8][CH2:9][CH2:10][CH2:11][NH:12][C:13]2[CH:18]=[CH:17][C:16]([CH2:19][CH:20]([O:24][CH2:25][CH3:26])[C:21]([OH:23])=[O:22])=[CH:15][CH:14]=2)[C:3]2[CH:28]=[CH:29][CH:30]=[CH:31][C:2]1=2.[NH2:32][C@H:33]([C:41]([OH:43])=[O:42])[CH2:34][CH2:35][CH2:36][NH:37][C:38](=[NH:40])[NH2:39]. Product: [NH2:32][C@H:33]([C:41]([OH:43])=[O:42])[CH2:34][CH2:35][CH2:36][NH:37][C:38](=[NH:39])[NH2:40].[O:1]1[CH2:6][CH2:5][N:4]([C:7](=[O:27])[CH2:8][CH2:9][CH2:10][CH2:11][NH:12][C:13]2[CH:18]=[CH:17][C:16]([CH2:19][CH:20]([O:24][CH2:25][CH3:26])[C:21]([OH:23])=[O:22])=[CH:15][CH:14]=2)[C:3]2[CH:28]=[CH:29][CH:30]=[CH:31][C:2]1=2. (6) Reactant: [O-]Cl=O.[Na+].[CH2:5]([C:12]1[CH:13]=[C:14]([CH:17]=[CH:18][CH:19]=1)[CH:15]=[O:16])[C:6]1[CH:11]=[CH:10][CH:9]=[CH:8][CH:7]=1.[OH:20]O. Product: [CH2:5]([C:12]1[CH:13]=[C:14]([CH:17]=[CH:18][CH:19]=1)[C:15]([OH:20])=[O:16])[C:6]1[CH:7]=[CH:8][CH:9]=[CH:10][CH:11]=1. The catalyst class is: 192. (7) Reactant: [Br:1][C:2]1[CH:3]=[C:4]([CH:7]=[CH:8][C:9]=1[O:10][CH2:11][CH2:12][CH2:13][CH3:14])[C:5]#[N:6].B.Cl. Product: [Br:1][C:2]1[CH:3]=[C:4]([CH:7]=[CH:8][C:9]=1[O:10][CH2:11][CH2:12][CH2:13][CH3:14])[CH2:5][NH2:6]. The catalyst class is: 20. (8) Reactant: [C:1]([O-:4])(=[O:3])[CH3:2].[K+].C1OCCOCCOCCOCCOCCOC1.[C:24]([O:28][C:29](=[O:39])[NH:30][C:31]1[CH:36]=[N:35][C:34]([CH2:37]Br)=[CH:33][N:32]=1)([CH3:27])([CH3:26])[CH3:25]. Product: [C:24]([O:28][C:29]([NH:30][C:31]1[N:32]=[CH:33][C:34]([CH2:37][O:3][C:1](=[O:4])[CH3:2])=[N:35][CH:36]=1)=[O:39])([CH3:27])([CH3:26])[CH3:25]. The catalyst class is: 10.